Dataset: Forward reaction prediction with 1.9M reactions from USPTO patents (1976-2016). Task: Predict the product of the given reaction. (1) Given the reactants C([O:3][C:4](=[O:35])[CH2:5][CH:6]([C:8]1[CH:13]=[CH:12][C:11]([NH:14][C:15](=[O:34])[CH2:16][C:17]2[CH:33]=[CH:32][C:20]3[N:21]=[C:22]([NH:24][C:25]4[CH:30]=[CH:29][CH:28]=[CH:27][C:26]=4[CH3:31])[O:23][C:19]=3[CH:18]=2)=[CH:10][N:9]=1)[CH3:7])C.[OH-].[Na+], predict the reaction product. The product is: [C:26]1([CH3:31])[CH:27]=[CH:28][CH:29]=[CH:30][C:25]=1[NH:24][C:22]1[O:23][C:19]2[CH:18]=[C:17]([CH2:16][C:15]([NH:14][C:11]3[CH:12]=[CH:13][C:8]([CH:6]([CH3:7])[CH2:5][C:4]([OH:35])=[O:3])=[N:9][CH:10]=3)=[O:34])[CH:33]=[CH:32][C:20]=2[N:21]=1. (2) Given the reactants [CH2:1]([C:8]1[CH:14]=[CH:13][C:11](N)=[CH:10][CH:9]=1)[C:2]1[CH:7]=[CH:6][CH:5]=[CH:4][CH:3]=1.N([O-])=O.[Na+].[S:19](=[O:21])=[O:20].CCCCCC.[ClH:28], predict the reaction product. The product is: [C:2]1([CH2:1][C:8]2[CH:14]=[CH:13][C:11]([S:19]([Cl:28])(=[O:21])=[O:20])=[CH:10][CH:9]=2)[CH:7]=[CH:6][CH:5]=[CH:4][CH:3]=1. (3) Given the reactants [H-].[Al+3].[Li+].[H-].[H-].[H-].C(O[C:15](=O)[NH:16][CH2:17][CH:18]([C:30]1[CH:35]=[CH:34][C:33]([F:36])=[CH:32][CH:31]=1)[C:19]1[CH:24]=[CH:23][C:22]([C:25]2[CH:26]=[N:27][NH:28][CH:29]=2)=[CH:21][CH:20]=1)C1C=CC=CC=1, predict the reaction product. The product is: [F:36][C:33]1[CH:32]=[CH:31][C:30]([CH:18]([C:19]2[CH:24]=[CH:23][C:22]([C:25]3[CH:29]=[N:28][NH:27][CH:26]=3)=[CH:21][CH:20]=2)[CH2:17][NH:16][CH3:15])=[CH:35][CH:34]=1. (4) Given the reactants [CH3:1][O:2][C:3]1[N:10]=[C:9]([CH3:11])[CH:8]=[C:7]([CH:12]([CH2:14][CH:15]=[CH2:16])[CH3:13])[C:4]=1[C:5]#[N:6].[H-].[H-].[H-].[H-].[Li+].[Al+3], predict the reaction product. The product is: [CH3:1][O:2][C:3]1[C:4]([CH2:5][NH2:6])=[C:7]([CH:12]([CH2:14][CH:15]=[CH2:16])[CH3:13])[CH:8]=[C:9]([CH3:11])[N:10]=1.